From a dataset of Catalyst prediction with 721,799 reactions and 888 catalyst types from USPTO. Predict which catalyst facilitates the given reaction. (1) Reactant: [F:1][C:2]1[CH:7]=[CH:6][C:5]([CH:8]2[CH2:17][CH2:16][C:11]3(OCC[O:12]3)[CH2:10][CH2:9]2)=[CH:4][CH:3]=1.S(=O)(=O)(O)O. Product: [F:1][C:2]1[CH:3]=[CH:4][C:5]([CH:8]2[CH2:9][CH2:10][C:11](=[O:12])[CH2:16][CH2:17]2)=[CH:6][CH:7]=1. The catalyst class is: 12. (2) Reactant: C([Si](C)(C)[O:6][CH2:7][C@H:8]([CH2:19][N:20]1[CH:25]=[C:24]([CH3:26])[C:23](=[O:27])[N:22](C(=O)C2C=CC=CC=2)[C:21]1=[O:36])[C@H:9]([O:11][Si](C(C)(C)C)(C)C)[CH3:10])(C)(C)C.CCCC[N+](CCCC)(CCCC)CCCC.[F-].[OH-].[Na+]. Product: [CH3:26][C:24]1[C:23](=[O:27])[NH:22][C:21](=[O:36])[N:20]([CH2:19][C@H:8]([C@H:9]([OH:11])[CH3:10])[CH2:7][OH:6])[CH:25]=1. The catalyst class is: 87. (3) Reactant: [OH:1][C:2]1[CH:7]=[CH:6][C:5]([NH:8][C:9](=[O:15])[O:10][C:11]([CH3:14])([CH3:13])[CH3:12])=[CH:4][CH:3]=1.I[CH2:17][CH2:18][O:19][CH2:20][CH2:21][O:22][CH2:23][C:24]#[CH:25].C([O-])([O-])=O.[K+].[K+].C(=O)(O)[O-].[Na+]. Product: [CH2:23]([O:22][CH2:21][CH2:20][O:19][CH2:18][CH2:17][O:1][C:2]1[CH:3]=[CH:4][C:5]([NH:8][C:9](=[O:15])[O:10][C:11]([CH3:12])([CH3:14])[CH3:13])=[CH:6][CH:7]=1)[C:24]#[CH:25]. The catalyst class is: 3. (4) Reactant: [Si]([O:18][CH2:19][CH2:20][CH:21]1[N:26]([C:27]([C:29]2[CH:30]=[C:31]([O:47][CH3:48])[C:32]3[O:36][C:35]([NH:37][CH2:38][C:39]4[CH:44]=[C:43]([Cl:45])[CH:42]=[CH:41][N:40]=4)=[N:34][C:33]=3[CH:46]=2)=[O:28])[CH2:25][CH:24]([CH3:49])[O:23][CH2:22]1)(C(C)(C)C)(C1C=CC=CC=1)C1C=CC=CC=1.[F-].C([N+](CCCC)(CCCC)CCCC)CCC. Product: [Cl:45][C:43]1[CH:42]=[CH:41][N:40]=[C:39]([CH2:38][NH:37][C:35]2[O:36][C:32]3[C:31]([O:47][CH3:48])=[CH:30][C:29]([C:27]([N:26]4[CH:21]([CH2:20][CH2:19][OH:18])[CH2:22][O:23][CH:24]([CH3:49])[CH2:25]4)=[O:28])=[CH:46][C:33]=3[N:34]=2)[CH:44]=1. The catalyst class is: 7. (5) Reactant: [CH:1]([C:3]1[N:8]=[CH:7][N:6]=[C:5]([NH2:9])[CH:4]=1)=[CH2:2]. Product: [CH2:1]([C:3]1[N:8]=[CH:7][N:6]=[C:5]([NH2:9])[CH:4]=1)[CH3:2]. The catalyst class is: 105. (6) Reactant: [F:1][C:2]1[CH:7]=[CH:6][C:5]([CH2:8][CH2:9][CH2:10][C:11]([OH:13])=O)=[CH:4][CH:3]=1.S(Cl)(Cl)=O.[Cl-].[Al+3].[Cl-].[Cl-]. Product: [F:1][C:2]1[CH:3]=[C:4]2[C:5]([CH2:8][CH2:9][CH2:10][C:11]2=[O:13])=[CH:6][CH:7]=1. The catalyst class is: 2.